Dataset: Forward reaction prediction with 1.9M reactions from USPTO patents (1976-2016). Task: Predict the product of the given reaction. (1) Given the reactants [H-].[Na+].[NH:3]1[CH:7]=[CH:6][CH:5]=[N:4]1.[CH3:8][Si:9]([CH3:16])([CH3:15])[CH2:10][CH2:11][O:12][CH2:13]Cl, predict the reaction product. The product is: [CH3:8][Si:9]([CH3:16])([CH3:15])[CH2:10][CH2:11][O:12][CH2:13][N:3]1[CH:7]=[CH:6][CH:5]=[N:4]1. (2) The product is: [C:1]([C:5]1[NH:9][C:8]([C:10]2[N:15]=[C:14]3[N:16]([C@H:17]([CH3:22])[C:18]([CH3:21])([CH3:20])[CH3:19])[C:39]([NH2:38])=[N:23][C:13]3=[CH:12][CH:11]=2)=[C:7]([C:26]2[CH:31]=[CH:30][C:29]([F:32])=[CH:28][CH:27]=2)[N:6]=1)([CH3:4])([CH3:3])[CH3:2]. Given the reactants [C:1]([C:5]1[NH:9][C:8]([C:10]2[N:15]=[C:14]([NH:16][C@H:17]([CH3:22])[C:18]([CH3:21])([CH3:20])[CH3:19])[C:13]([N+:23]([O-])=O)=[CH:12][CH:11]=2)=[C:7]([C:26]2[CH:31]=[CH:30][C:29]([F:32])=[CH:28][CH:27]=2)[N:6]=1)([CH3:4])([CH3:3])[CH3:2].O.O.[Sn](Cl)Cl.[N:38]#[C:39]Br, predict the reaction product.